Dataset: Catalyst prediction with 721,799 reactions and 888 catalyst types from USPTO. Task: Predict which catalyst facilitates the given reaction. (1) Reactant: [F:1][C:2]1[CH:3]=[C:4]([CH:10]=[C:11](B2OC(C)(C)C(C)(C)O2)[CH:12]=1)[C:5]([O:7][CH2:8][CH3:9])=[O:6].Cl[C:23]1[CH:28]=[N:27][C:26]([C:29]([F:32])([F:31])[F:30])=[CH:25][N:24]=1.C([O-])([O-])=O.[Cs+].[Cs+]. Product: [F:1][C:2]1[CH:3]=[C:4]([CH:10]=[C:11]([C:23]2[CH:28]=[N:27][C:26]([C:29]([F:32])([F:31])[F:30])=[CH:25][N:24]=2)[CH:12]=1)[C:5]([O:7][CH2:8][CH3:9])=[O:6]. The catalyst class is: 117. (2) Reactant: C[O:2][C:3]([C:5]1[S:6][CH:7]=[CH:8][C:9]=1[NH:10][C:11](=O)[C:12]1[CH:17]=[CH:16][CH:15]=[C:14]([O:18][CH3:19])[CH:13]=1)=O.[NH3:21]. Product: [CH3:19][O:18][C:14]1[CH:13]=[C:12]([C:11]2[NH:21][C:3](=[O:2])[C:5]3[S:6][CH:7]=[CH:8][C:9]=3[N:10]=2)[CH:17]=[CH:16][CH:15]=1. The catalyst class is: 5. (3) Reactant: [O:1]=[C:2]([C:27]1[C:36]2[C:31](=[CH:32][CH:33]=[C:34]([O:37][CH3:38])[CH:35]=2)[N:30]=[CH:29][C:28]=1[F:39])[CH2:3][CH2:4][CH:5]1[CH2:10][CH2:9][N:8]([CH2:11][CH2:12][S:13][C:14]2[CH:19]=[C:18]([F:20])[CH:17]=[CH:16][C:15]=2[F:21])[CH2:7][CH:6]1[CH2:22][C:23]([O:25]C)=[O:24].[OH-].[Na+].O1CCOCC1.O. Product: [O:1]=[C:2]([C:27]1[C:36]2[C:31](=[CH:32][CH:33]=[C:34]([O:37][CH3:38])[CH:35]=2)[N:30]=[CH:29][C:28]=1[F:39])[CH2:3][CH2:4][CH:5]1[CH2:10][CH2:9][N:8]([CH2:11][CH2:12][S:13][C:14]2[CH:19]=[C:18]([F:20])[CH:17]=[CH:16][C:15]=2[F:21])[CH2:7][CH:6]1[CH2:22][C:23]([OH:25])=[O:24]. The catalyst class is: 27.